This data is from Peptide-MHC class I binding affinity with 185,985 pairs from IEDB/IMGT. The task is: Regression. Given a peptide amino acid sequence and an MHC pseudo amino acid sequence, predict their binding affinity value. This is MHC class I binding data. (1) The peptide sequence is AIILHQQQK. The MHC is HLA-A33:01 with pseudo-sequence HLA-A33:01. The binding affinity (normalized) is 0. (2) The peptide sequence is FLWTQSLRR. The MHC is HLA-A03:01 with pseudo-sequence HLA-A03:01. The binding affinity (normalized) is 0.657. (3) The peptide sequence is AVRNAKAAV. The MHC is HLA-B38:01 with pseudo-sequence HLA-B38:01. The binding affinity (normalized) is 0.0847. (4) The peptide sequence is EEVWRDPYL. The MHC is HLA-A26:01 with pseudo-sequence HLA-A26:01. The binding affinity (normalized) is 0.0847.